Predict the product of the given reaction. From a dataset of Forward reaction prediction with 1.9M reactions from USPTO patents (1976-2016). (1) Given the reactants [F:1][C:2]1[C:3](I)=[C:4]([CH:8]=[CH:9][CH:10]=1)[C:5]([OH:7])=[O:6].C([O-])([O-])=O.[Cs+].[Cs+].[N:18]1[NH:19][N:20]=[CH:21][CH:22]=1.CN(C)[C@@H]1CCCC[C@H]1N, predict the reaction product. The product is: [F:1][C:2]1[C:3]([N:18]2[CH:22]=[CH:21][N:20]=[N:19]2)=[C:4]([CH:8]=[CH:9][CH:10]=1)[C:5]([OH:7])=[O:6]. (2) Given the reactants [CH2:1]([O:8][C:9]1[C:10]([Cl:21])=[CH:11][C:12]([N+:18]([O-])=O)=[C:13]([CH2:15][C:16]#N)[CH:14]=1)[C:2]1[CH:7]=[CH:6][CH:5]=[CH:4][CH:3]=1.C(O)(=O)C.O, predict the reaction product. The product is: [CH2:1]([O:8][C:9]1[CH:14]=[C:13]2[C:12](=[CH:11][C:10]=1[Cl:21])[NH:18][CH:16]=[CH:15]2)[C:2]1[CH:7]=[CH:6][CH:5]=[CH:4][CH:3]=1. (3) The product is: [CH:23]1([CH2:22][O:21][C:19]2[CH:20]=[C:15]([CH:16]=[C:17]([C:31]#[C:30][CH2:29][N:32]3[CH2:37][CH2:36][O:35][CH2:34][CH2:33]3)[CH:18]=2)[CH2:14][S:13][C:10]2[CH:11]=[CH:12][C:7]([O:6][CH2:5][C:4]([OH:3])=[O:28])=[C:8]([CH3:27])[CH:9]=2)[CH2:24][CH2:25]1. Given the reactants C([O:3][C:4](=[O:28])[CH2:5][O:6][C:7]1[CH:12]=[CH:11][C:10]([S:13][CH2:14][C:15]2[CH:20]=[C:19]([O:21][CH2:22][CH:23]3[CH2:25][CH2:24]3)[CH:18]=[C:17](Br)[CH:16]=2)=[CH:9][C:8]=1[CH3:27])C.[CH2:29]([N:32]1[CH2:37][CH2:36][O:35][CH2:34][CH2:33]1)[C:30]#[CH:31].C(OC(=O)COC1C=CC(SC2C=C(C#CC3C=CC(CO)=CC=3)C=C(OCCC3C=CC(Cl)=CC=3)C=2)=CC=1C)C, predict the reaction product. (4) Given the reactants Br[CH2:2][CH2:3][OH:4].C(=O)([O-])[O-].[K+].[K+].[CH2:11]([O:13][C:14]1[CH:15]=[C:16]([CH:19]=[CH:20][C:21]=1[OH:22])[CH:17]=[O:18])[CH3:12], predict the reaction product. The product is: [CH2:11]([O:13][C:14]1[CH:15]=[C:16]([CH:19]=[CH:20][C:21]=1[O:22][CH2:2][CH2:3][OH:4])[CH:17]=[O:18])[CH3:12]. (5) Given the reactants [F:1][C:2]1[CH:3]=[C:4]([C:9]2[CH:14]=[CH:13][C:12]([CH2:15][C:16]([O:18][CH2:19][CH:20]=[CH2:21])=[O:17])=[CH:11][CH:10]=2)[CH:5]=[CH:6][C:7]=1[OH:8].[CH3:22][O:23][CH:24]([O:41][CH3:42])[C:25]1[C:30]([O:31][CH2:32][O:33][CH3:34])=[C:29]([C:35]([F:38])([F:37])[F:36])[CH:28]=[CH:27][C:26]=1[CH2:39]O, predict the reaction product. The product is: [CH3:42][O:41][CH:24]([O:23][CH3:22])[C:25]1[C:30]([O:31][CH2:32][O:33][CH3:34])=[C:29]([C:35]([F:38])([F:37])[F:36])[CH:28]=[CH:27][C:26]=1[CH2:39][O:8][C:7]1[CH:6]=[CH:5][C:4]([C:9]2[CH:14]=[CH:13][C:12]([CH2:15][C:16]([O:18][CH2:19][CH:20]=[CH2:21])=[O:17])=[CH:11][CH:10]=2)=[CH:3][C:2]=1[F:1].